This data is from Choline transporter screen with 302,306 compounds. The task is: Binary Classification. Given a drug SMILES string, predict its activity (active/inactive) in a high-throughput screening assay against a specified biological target. (1) The result is 0 (inactive). The molecule is O1CCN(CC1)Cc1c(cc(OC(=O)c2cc(OC)c(OC)cc2)c(c1)C)C. (2) The drug is O=C(N\N=C\c1cc(OCC)c(OCc2ccccc2)cc1)CN1CCCCC1. The result is 0 (inactive). (3) The compound is S(=O)(=O)(N(CC(=O)Nc1c(cccc1)C(OC)=O)CC)c1ccc(OC)cc1. The result is 0 (inactive).